This data is from Peptide-MHC class II binding affinity with 134,281 pairs from IEDB. The task is: Regression. Given a peptide amino acid sequence and an MHC pseudo amino acid sequence, predict their binding affinity value. This is MHC class II binding data. (1) The peptide sequence is NVSHIQSAVVCGRRH. The MHC is HLA-DQA10501-DQB10301 with pseudo-sequence HLA-DQA10501-DQB10301. The binding affinity (normalized) is 0.562. (2) The peptide sequence is ATSLDTMAQMNQAFR. The MHC is DRB1_0701 with pseudo-sequence DRB1_0701. The binding affinity (normalized) is 0.249. (3) The peptide sequence is MFAAFVISGKSTDMWIER. The MHC is DRB1_1501 with pseudo-sequence DRB1_1501. The binding affinity (normalized) is 0.112. (4) The peptide sequence is ASAAIFGHDGTVWAQ. The MHC is DRB3_0202 with pseudo-sequence DRB3_0202. The binding affinity (normalized) is 0.202. (5) The peptide sequence is GITIKKTGQALVVGI. The MHC is HLA-DQA10501-DQB10301 with pseudo-sequence HLA-DQA10501-DQB10301. The binding affinity (normalized) is 0.781. (6) The peptide sequence is NFRFLTEKGMKNVFD. The MHC is DRB1_0301 with pseudo-sequence DRB1_0301. The binding affinity (normalized) is 0.132.